Dataset: Catalyst prediction with 721,799 reactions and 888 catalyst types from USPTO. Task: Predict which catalyst facilitates the given reaction. (1) Reactant: [CH2:1]([CH:6]1[C:10](=[O:11])[CH2:9][CH2:8][C:7]1=[O:12])[CH2:2][CH2:3][CH2:4][CH3:5].Cl.[C:14](=O)([O-])O.[Na+]. Product: [CH2:1]([C:6]1[C:10](=[O:11])[CH2:9][CH2:8][C:7]=1[O:12][CH3:14])[CH2:2][CH2:3][CH2:4][CH3:5]. The catalyst class is: 5. (2) Reactant: [O:1]=[CH:2][C:3]1[CH:11]=[CH:10][C:8]([OH:9])=[C:5]([O:6][CH3:7])[CH:4]=1.[CH3:12][C:13](/[CH:15]=[CH:16]/[C:17]1[CH:18]=[CH:19][C:20]([OH:25])=[C:21]([O:23][CH3:24])[CH:22]=1)=[O:14]. Product: [O:1]=[CH:2][C:3]1[CH:11]=[CH:10][C:8]([OH:9])=[C:5]([O:6][CH3:7])[CH:4]=1.[CH3:12][C:13](/[CH:15]=[CH:16]/[C:17]1[CH:18]=[CH:19][C:20]([OH:25])=[C:21]([O:23][CH3:24])[CH:22]=1)=[O:14]. The catalyst class is: 21. (3) Reactant: CN1CCCC1=O.C[N:9]([C:36]1[CH:41]=CC=CC=1)[S:10]([CH2:13][C:14]1[CH:15]=[CH:16][C:17]2[CH:33]=[CH:32][C:21]3=[N:22][CH:23]=[C:24]([C:26]4[CH:27]=[N:28][N:29]([CH3:31])[CH:30]=4)[CH:25]=[C:20]3[C:19](=[O:34])[C:18]=2[CH:35]=1)(=[O:12])=[O:11].[Cl-].[Cl-].[NH2:44][CH2:45][C:46]1[S:47]C=CN=1.C(N(CC)CC)C. Product: [CH3:31][N:29]1[CH:30]=[C:26]([C:24]2[CH:25]=[C:20]3[C:19](=[O:34])[C:18]4[CH:35]=[C:14]([CH2:13][S:10]([NH:9][CH2:36][C:41]5[S:47][CH:46]=[CH:45][N:44]=5)(=[O:12])=[O:11])[CH:15]=[CH:16][C:17]=4[CH:33]=[CH:32][C:21]3=[N:22][CH:23]=2)[CH:27]=[N:28]1. The catalyst class is: 58. (4) The catalyst class is: 14. Reactant: [OH:1][CH2:2][CH2:3][N:4]([CH2:13][CH2:14][OH:15])[C:5]1[CH:10]=[CH:9][C:8]([OH:11])=[CH:7][C:6]=1[F:12].[OH-].[K+].[CH:18]1[CH:23]=[CH:22][C:21]([CH2:24]Br)=[CH:20][CH:19]=1. Product: [OH:1][CH2:2][CH2:3][N:4]([CH2:13][CH2:14][OH:15])[C:5]1[CH:10]=[CH:9][C:8]([O:11][CH2:24][C:21]2[CH:22]=[CH:23][CH:18]=[CH:19][CH:20]=2)=[CH:7][C:6]=1[F:12].